This data is from Full USPTO retrosynthesis dataset with 1.9M reactions from patents (1976-2016). The task is: Predict the reactants needed to synthesize the given product. (1) Given the product [Cl:1][C:2]1[CH:9]=[C:8]([Cl:10])[CH:7]=[C:6]([O:11][CH3:12])[C:3]=1[CH:4]=[O:5], predict the reactants needed to synthesize it. The reactants are: [Cl:1][C:2]1[CH:9]=[C:8]([Cl:10])[CH:7]=[C:6]([OH:11])[C:3]=1[CH:4]=[O:5].[C:12](=O)([O-])[O-].[K+].[K+].IC. (2) Given the product [CH2:27]([NH:34][CH:23]1[CH2:24][CH2:25][N:20]([CH2:19][C:17]2[CH:16]=[CH:15][N:14]=[C:13]([C:5]3[CH:4]=[C:3]([O:2][CH3:1])[C:8]([O:9][CH3:10])=[C:7]([O:11][CH3:12])[CH:6]=3)[CH:18]=2)[CH2:21][CH2:22]1)[C:28]1[CH:33]=[CH:32][CH:31]=[CH:30][CH:29]=1, predict the reactants needed to synthesize it. The reactants are: [CH3:1][O:2][C:3]1[CH:4]=[C:5]([C:13]2[CH:18]=[C:17]([CH2:19][N:20]3[CH2:25][CH2:24][C:23](=O)[CH2:22][CH2:21]3)[CH:16]=[CH:15][N:14]=2)[CH:6]=[C:7]([O:11][CH3:12])[C:8]=1[O:9][CH3:10].[CH2:27]([NH2:34])[C:28]1[CH:33]=[CH:32][CH:31]=[CH:30][CH:29]=1. (3) Given the product [F:1][C:2]1[CH:3]=[CH:4][C:5]([O:25][C:26]2[CH:27]=[CH:28][CH:29]=[CH:30][CH:31]=2)=[C:6]([N:8]([CH2:12][C:13]2[CH:18]=[C:17]([O:19][CH3:20])[CH:16]=[CH:15][C:14]=2[O:21][CH2:22][CH2:23][O:24][S:41]([CH3:44])(=[O:43])=[O:42])[C:9](=[O:11])[CH3:10])[CH:7]=1, predict the reactants needed to synthesize it. The reactants are: [F:1][C:2]1[CH:3]=[CH:4][C:5]([O:25][C:26]2[CH:31]=[CH:30][CH:29]=[CH:28][CH:27]=2)=[C:6]([N:8]([CH2:12][C:13]2[CH:18]=[C:17]([O:19][CH3:20])[CH:16]=[CH:15][C:14]=2[O:21][CH2:22][CH2:23][OH:24])[C:9](=[O:11])[CH3:10])[CH:7]=1.C(N(C(C)C)CC)(C)C.[S:41](Cl)([CH3:44])(=[O:43])=[O:42]. (4) Given the product [CH3:7][C:4]1[C:3]2[C:2](=[N:1][CH:11]=[C:12]([C:13]([O:15][CH2:16][CH3:17])=[O:14])[CH:18]=2)[O:6][N:5]=1, predict the reactants needed to synthesize it. The reactants are: [NH2:1][C:2]1[O:6][N:5]=[C:4]([CH3:7])[CH:3]=1.C(O[CH:11]=[C:12]([C:18](OCC)=O)[C:13]([O:15][CH2:16][CH3:17])=[O:14])C. (5) Given the product [S:1]1[C:5]2[CH:6]=[CH:7][CH:8]=[CH:9][C:4]=2[N:3]=[C:2]1[C:10]1[CH:21]=[CH:20][C:19]([NH2:22])=[CH:18][C:11]=1[O:12][CH2:13][CH2:14][N:15]([CH3:17])[CH3:16], predict the reactants needed to synthesize it. The reactants are: [S:1]1[C:5]2[CH:6]=[CH:7][CH:8]=[CH:9][C:4]=2[N:3]=[C:2]1[C:10]1[CH:21]=[CH:20][C:19]([N+:22]([O-])=O)=[CH:18][C:11]=1[O:12][CH2:13][CH2:14][N:15]([CH3:17])[CH3:16].O.O.[Sn](Cl)Cl.CO. (6) Given the product [Si:18]([O-:25])([O-:22])([O-:19])[O-:17].[Nb+5:31].[Si:18]([O-:25])([O-:22])([O-:19])[O-:17].[Si:18]([O-:25])([O-:22])([O-:19])[O-:17].[Si:18]([O-:25])([O-:22])([O-:19])[O-:17].[Si:18]([O-:25])([O-:22])([O-:19])[O-:17].[Nb+5:31].[Nb+5:31].[Nb+5:31], predict the reactants needed to synthesize it. The reactants are: O.C(N)CCCCCCCCCCC.C([O:17][Si:18]([O:25]CC)([O:22]CC)[O:19]CC)C.C(O[Nb:31](OCC)(OCC)(OCC)OCC)C. (7) Given the product [F:1][C:2]1[CH:7]=[CH:6][CH:5]=[CH:4][C:3]=1[N:8]1[C:12]([C:13]2[CH:18]=[CH:17][CH:16]=[CH:15][C:14]=2[C:19]2[CH:24]=[CH:23][CH:22]=[CH:21][C:20]=2[C:27]([F:38])([F:37])[F:26])=[N:11][N:10]=[N:9]1, predict the reactants needed to synthesize it. The reactants are: [F:1][C:2]1[CH:7]=[CH:6][CH:5]=[CH:4][C:3]=1[N:8]1[C:12]([C:13]2[CH:18]=[CH:17][CH:16]=[CH:15][C:14]=2[C:19]2[CH:24]=[CH:23][CH:22]=[CH:21][C:20]=2O)=[N:11][N:10]=[N:9]1.[F:26][C:27]([F:38])([F:37])C1C=CC=CC=1B(O)O.